This data is from Catalyst prediction with 721,799 reactions and 888 catalyst types from USPTO. The task is: Predict which catalyst facilitates the given reaction. (1) Reactant: [Cl:1][C:2]1[CH:7]=[CH:6][C:5]([C:8]2[N:13]=[C:12]([C:14]([OH:16])=O)[CH:11]=[N:10][C:9]=2[O:17][CH2:18][CH2:19][O:20][CH3:21])=[CH:4][CH:3]=1.ClC(N(C)C)=C(C)C.Cl.[NH2:31][C:32]1([CH2:35][OH:36])[CH2:34][CH2:33]1.C(N(C(C)C)C(C)C)C. Product: [OH:36][CH2:35][C:32]1([NH:31][C:14]([C:12]2[CH:11]=[N:10][C:9]([O:17][CH2:18][CH2:19][O:20][CH3:21])=[C:8]([C:5]3[CH:4]=[CH:3][C:2]([Cl:1])=[CH:7][CH:6]=3)[N:13]=2)=[O:16])[CH2:34][CH2:33]1. The catalyst class is: 4. (2) Reactant: Br[C:2]1[C:3]([O:9][CH3:10])=[N:4][CH:5]=[C:6]([Br:8])[N:7]=1.O.[NH2:12][NH2:13]. Product: [Br:8][C:6]1[N:7]=[C:2]([NH:12][NH2:13])[C:3]([O:9][CH3:10])=[N:4][CH:5]=1. The catalyst class is: 8. (3) Reactant: [C:1]1([C@@H:7]([NH:19][C:20]2[CH:25]=[CH:24][CH:23]=[CH:22][CH:21]=2)[C:8]([O:10][C@@H:11]2[CH:16]3[CH2:17][CH2:18][N:13]([CH2:14][CH2:15]3)[CH2:12]2)=[O:9])[CH:6]=[CH:5][CH:4]=[CH:3][CH:2]=1.[Br:26][CH2:27][C:28]([C:30]1[CH:40]=[CH:39][C:33]([C:34]([O:36][CH2:37][CH3:38])=[O:35])=[CH:32][CH:31]=1)=[O:29]. Product: [Br-:26].[CH2:37]([O:36][C:34]([C:33]1[CH:39]=[CH:40][C:30]([C:28](=[O:29])[CH2:27][N+:13]23[CH2:14][CH2:15][CH:16]([CH2:17][CH2:18]2)[C@@H:11]([O:10][C:8](=[O:9])[C@@H:7]([C:1]2[CH:2]=[CH:3][CH:4]=[CH:5][CH:6]=2)[NH:19][C:20]2[CH:25]=[CH:24][CH:23]=[CH:22][CH:21]=2)[CH2:12]3)=[CH:31][CH:32]=1)=[O:35])[CH3:38]. The catalyst class is: 25. (4) Reactant: [C:1]1([N:7]2[C:12](=[O:13])[C:11]3[S:14][CH:15]=[C:16]([C:17]4[CH:22]=[CH:21][CH:20]=[CH:19][CH:18]=4)[C:10]=3[N:9]=[CH:8]2)C=C[CH:4]=[CH:3][CH:2]=1.NC1C(C2C=CC=CC=2)=CSC=1C(OC)=O.C(OCC)(OCC)OCC.C(N)CCC. Product: [CH2:1]([N:7]1[C:12](=[O:13])[C:11]2[S:14][CH:15]=[C:16]([C:17]3[CH:22]=[CH:21][CH:20]=[CH:19][CH:18]=3)[C:10]=2[N:9]=[CH:8]1)[CH2:2][CH2:3][CH3:4]. The catalyst class is: 15.